This data is from Peptide-MHC class I binding affinity with 185,985 pairs from IEDB/IMGT. The task is: Regression. Given a peptide amino acid sequence and an MHC pseudo amino acid sequence, predict their binding affinity value. This is MHC class I binding data. (1) The peptide sequence is VSYIEFVGW. The MHC is HLA-A02:07 with pseudo-sequence HLA-A02:07. The binding affinity (normalized) is 0. (2) The peptide sequence is AVRAFLLRHY. The MHC is HLA-A31:01 with pseudo-sequence HLA-A31:01. The binding affinity (normalized) is 0.209. (3) The peptide sequence is MAQVHQGLM. The MHC is Mamu-A2601 with pseudo-sequence Mamu-A2601. The binding affinity (normalized) is 0.439. (4) The peptide sequence is RPMREVRFL. The MHC is HLA-A02:06 with pseudo-sequence HLA-A02:06. The binding affinity (normalized) is 0.829. (5) The peptide sequence is GLYRLNFRR. The MHC is HLA-A02:01 with pseudo-sequence HLA-A02:01. The binding affinity (normalized) is 0.365.